The task is: Predict the reactants needed to synthesize the given product.. This data is from Full USPTO retrosynthesis dataset with 1.9M reactions from patents (1976-2016). (1) Given the product [CH3:38][O:37][C:35]([CH2:34][N:1]1[CH:5]=[C:4](/[CH:6]=[C:7]2\[CH2:8][N:9]([C:14]([C:21]3[CH:22]=[CH:23][CH:24]=[CH:25][CH:26]=3)([C:15]3[CH:20]=[CH:19][CH:18]=[CH:17][CH:16]=3)[C:27]3[CH:32]=[CH:31][CH:30]=[CH:29][CH:28]=3)[CH2:10][CH2:11][CH:12]\2[OH:13])[CH:3]=[N:2]1)=[O:36], predict the reactants needed to synthesize it. The reactants are: [NH:1]1[CH:5]=[C:4](/[CH:6]=[C:7]2\[CH2:8][N:9]([C:14]([C:27]3[CH:32]=[CH:31][CH:30]=[CH:29][CH:28]=3)([C:21]3[CH:26]=[CH:25][CH:24]=[CH:23][CH:22]=3)[C:15]3[CH:20]=[CH:19][CH:18]=[CH:17][CH:16]=3)[CH2:10][CH2:11][CH:12]\2[OH:13])[CH:3]=[N:2]1.Br[CH2:34][C:35]([O:37][CH3:38])=[O:36].C(=O)([O-])[O-].[K+].[K+].[I-].[K+]. (2) Given the product [Br:1][C:2]1[CH:7]=[CH:6][N:5]2[CH:10]=[N:9][CH:8]=[C:4]2[CH:3]=1, predict the reactants needed to synthesize it. The reactants are: [Br:1][C:2]1[CH:7]=[CH:6][N:5]=[C:4]([CH2:8][NH:9][CH:10]=O)[CH:3]=1.FC(F)(F)C(OC(=O)C(F)(F)F)=O.C(=O)([O-])[O-].[Na+].[Na+]. (3) Given the product [F:1][C:2]1[CH:3]=[C:4]([CH:8]([C:9]2[N:13]([CH3:35])[C:12]([O:14][CH2:15][CH:17]3[CH2:18][CH2:19][N:20]([CH:23]([CH3:25])[CH3:24])[CH2:21][CH2:22]3)=[N:11][CH:10]=2)[OH:26])[CH:5]=[CH:6][CH:7]=1, predict the reactants needed to synthesize it. The reactants are: [F:1][C:2]1[CH:3]=[C:4]([CH:8]([O:26][Si](C(C)(C)C)(C)C)[C:9]2[NH:13][C:12]([O:14][CH:15]([CH:17]3[CH2:22][CH2:21][N:20]([CH:23]([CH3:25])[CH3:24])[CH2:19][CH2:18]3)C)=[N:11][CH:10]=2)[CH:5]=[CH:6][CH:7]=1.[F-].[CH2:35]([N+](CCCC)(CCCC)CCCC)CCC. (4) Given the product [CH2:26]([O:28][C:29]([N:22]1[CH2:23][CH2:24][C@H:20]([O:19][C:17]2[CH:16]=[N:15][CH:14]=[C:13]([C:9]3[CH:8]=[C:7]4[C:12](=[CH:11][CH:10]=3)[N:3]([CH3:2])[C:4](=[O:25])[CH2:5][CH2:6]4)[CH:18]=2)[CH2:21]1)=[O:30])[CH3:27], predict the reactants needed to synthesize it. The reactants are: Cl.[CH3:2][N:3]1[C:12]2[C:7](=[CH:8][C:9]([C:13]3[CH:14]=[N:15][CH:16]=[C:17]([O:19][C@H:20]4[CH2:24][CH2:23][NH:22][CH2:21]4)[CH:18]=3)=[CH:10][CH:11]=2)[CH2:6][CH2:5][C:4]1=[O:25].[CH2:26]([O:28][C:29](Cl)=[O:30])[CH3:27]. (5) Given the product [Cl:11][C:12]1[CH:13]=[CH:14][C:15]2[S:19][C:18]([S:20]([NH:1][C:2]3[S:3][C:4]([C:7]([OH:9])=[O:8])=[CH:5][N:6]=3)(=[O:22])=[O:21])=[C:17]([CH3:24])[C:16]=2[CH:25]=1, predict the reactants needed to synthesize it. The reactants are: [NH2:1][C:2]1[S:3][C:4]([C:7]([O:9]C)=[O:8])=[CH:5][N:6]=1.[Cl:11][C:12]1[CH:13]=[CH:14][C:15]2[S:19][C:18]([S:20](Cl)(=[O:22])=[O:21])=[C:17]([CH3:24])[C:16]=2[CH:25]=1. (6) Given the product [CH2:1]([N:8]([CH2:9][CH2:10][CH2:11][O:12][Si:13]([C:16]([CH3:19])([CH3:18])[CH3:17])([CH3:15])[CH3:14])[C:28]([C:24]1[NH:25][C:26](=[O:27])[C:21]([Br:20])=[CH:22][C:23]=1[CH3:31])=[O:29])[C:2]1[CH:7]=[CH:6][CH:5]=[CH:4][CH:3]=1, predict the reactants needed to synthesize it. The reactants are: [CH2:1]([NH:8][CH2:9][CH2:10][CH2:11][O:12][Si:13]([C:16]([CH3:19])([CH3:18])[CH3:17])([CH3:15])[CH3:14])[C:2]1[CH:7]=[CH:6][CH:5]=[CH:4][CH:3]=1.[Br:20][C:21]1[C:26](=[O:27])[NH:25][C:24]([C:28](O)=[O:29])=[C:23]([CH3:31])[CH:22]=1.CN(C(ON1N=NC2C=CC=CC1=2)=[N+](C)C)C.F[P-](F)(F)(F)(F)F.C(N(CC)C(C)C)(C)C.